Dataset: Forward reaction prediction with 1.9M reactions from USPTO patents (1976-2016). Task: Predict the product of the given reaction. (1) Given the reactants C([O:5][C:6](=[O:38])[C:7]([S:10][C:11]1[S:12][CH:13]=[C:14]([CH2:16][CH2:17][N:18]([C:30]2[N:35]=[CH:34][C:33]([CH2:36][CH3:37])=[CH:32][N:31]=2)[CH2:19][C:20]2[CH:25]=[CH:24][C:23]([NH:26][CH2:27][CH2:28][CH3:29])=[CH:22][CH:21]=2)[N:15]=1)([CH3:9])[CH3:8])(C)(C)C.[ClH:39].C(OCC)(=O)C, predict the reaction product. The product is: [ClH:39].[CH2:36]([C:33]1[CH:34]=[N:35][C:30]([N:18]([CH2:19][C:20]2[CH:25]=[CH:24][C:23]([NH:26][CH2:27][CH2:28][CH3:29])=[CH:22][CH:21]=2)[CH2:17][CH2:16][C:14]2[N:15]=[C:11]([S:10][C:7]([CH3:9])([CH3:8])[C:6]([OH:38])=[O:5])[S:12][CH:13]=2)=[N:31][CH:32]=1)[CH3:37]. (2) Given the reactants [Cl:1][C:2]1[CH:7]=[C:6]([O:8][C:9]2[CH:14]=[CH:13][C:12]([Cl:15])=[CH:11][CH:10]=2)[CH:5]=[CH:4][C:3]=1[C:16]([OH:26])([CH:23]([CH3:25])[CH3:24])[CH2:17][N:18]1[CH:22]=[N:21][CH:20]=[N:19]1.[H-].[Na+].[CH2:29](Br)[CH:30]=[CH2:31].[Cl-].[Na+], predict the reaction product. The product is: [CH2:31]([O:26][C:16]([C:3]1[CH:4]=[CH:5][C:6]([O:8][C:9]2[CH:10]=[CH:11][C:12]([Cl:15])=[CH:13][CH:14]=2)=[CH:7][C:2]=1[Cl:1])([CH:23]([CH3:24])[CH3:25])[CH2:17][N:18]1[CH:22]=[N:21][CH:20]=[N:19]1)[CH:30]=[CH2:29].